This data is from Peptide-MHC class I binding affinity with 185,985 pairs from IEDB/IMGT. The task is: Regression. Given a peptide amino acid sequence and an MHC pseudo amino acid sequence, predict their binding affinity value. This is MHC class I binding data. (1) The peptide sequence is AVYLSPFKL. The MHC is H-2-Kb with pseudo-sequence H-2-Kb. The binding affinity (normalized) is 0.392. (2) The peptide sequence is KTKDYVNGL. The MHC is HLA-A03:01 with pseudo-sequence HLA-A03:01. The binding affinity (normalized) is 0.0850. (3) The peptide sequence is RPRWLDARVY. The MHC is HLA-B07:02 with pseudo-sequence HLA-B07:02. The binding affinity (normalized) is 0.758. (4) The peptide sequence is RKLGWWLKL. The MHC is HLA-B18:01 with pseudo-sequence HLA-B18:01. The binding affinity (normalized) is 0.0847.